From a dataset of NCI-60 drug combinations with 297,098 pairs across 59 cell lines. Regression. Given two drug SMILES strings and cell line genomic features, predict the synergy score measuring deviation from expected non-interaction effect. Drug 1: CN1C(=O)N2C=NC(=C2N=N1)C(=O)N. Drug 2: B(C(CC(C)C)NC(=O)C(CC1=CC=CC=C1)NC(=O)C2=NC=CN=C2)(O)O. Cell line: HCT-15. Synergy scores: CSS=26.4, Synergy_ZIP=0.901, Synergy_Bliss=1.74, Synergy_Loewe=-41.9, Synergy_HSA=-1.45.